From a dataset of Reaction yield outcomes from USPTO patents with 853,638 reactions. Predict the reaction yield, written as a fraction of the theoretical maximum amount of product (1.0 means a 100% yield; for example, 0.34 means a 34% yield). (1) The product is [C:1]([C:4]1[CH:9]=[CH:8][CH:7]=[CH:6][C:5]=1[C:10]1[CH:11]=[C:12]2[C:17](=[C:18]([OH:20])[CH:19]=1)[N:16]=[CH:15][NH:14][C:13]2=[O:37])(=[O:3])[CH3:2]. The reactants are [C:1]([C:4]1[CH:9]=[CH:8][CH:7]=[CH:6][C:5]=1[C:10]1[CH:11]=[C:12]2[C:17](=[C:18]([O:20]COCC[Si](C)(C)C)[CH:19]=1)[N:16]=[CH:15][N:14](COCC[Si](C)(C)C)[C:13]2=[O:37])(=[O:3])[CH3:2].FC(F)(F)C(O)=O. The yield is 0.680. The catalyst is ClCCl. (2) The reactants are [F:1][C:2]1[C:7]([CH:8]=O)=[CH:6][CH:5]=[C:4]([F:10])[C:3]=1[C:11]1[N:16]=[C:15]([C:17]([O:19]C)=[O:18])[CH:14]=[CH:13][C:12]=1[F:21].Cl.[NH2:23]O. The catalyst is C(O)=O. The product is [C:8]([C:7]1[C:2]([F:1])=[C:3]([C:11]2[N:16]=[C:15]([C:17]([OH:19])=[O:18])[CH:14]=[CH:13][C:12]=2[F:21])[C:4]([F:10])=[CH:5][CH:6]=1)#[N:23]. The yield is 0.710. (3) The yield is 0.230. The catalyst is C1COCC1.C(OCC)(=O)C. The reactants are [CH2:1]([Li])[CH2:2][CH2:3][CH3:4].[C:6]1([S:12]([N:15]2[C:19]3=[N:20][CH:21]=[CH:22][CH:23]=[C:18]3C=C2)(=[O:14])=[O:13])[CH:11]=[CH:10][CH:9]=[CH:8][CH:7]=1.ICC.[Cl-].[NH4+]. The product is [CH2:3]([C:2]1[N:15]([S:12]([C:6]2[CH:11]=[CH:10][CH:9]=[CH:8][CH:7]=2)(=[O:14])=[O:13])[C:19]2=[N:20][CH:21]=[CH:22][CH:23]=[C:18]2[CH:1]=1)[CH3:4]. (4) The reactants are [O:1]=[C:2]1[CH2:7][CH2:6][NH:5][CH2:4][CH:3]1[C:8]([O:10][CH2:11][CH3:12])=[O:9].[Cl:13][C:14]1[CH:19]=[CH:18][CH:17]=[C:16]([N:20]=[C:21]=[O:22])[CH:15]=1.O. The catalyst is C(Cl)Cl. The product is [Cl:13][C:14]1[CH:15]=[C:16]([NH:20][C:21]([N:5]2[CH2:6][CH2:7][C:2](=[O:1])[CH:3]([C:8]([O:10][CH2:11][CH3:12])=[O:9])[CH2:4]2)=[O:22])[CH:17]=[CH:18][CH:19]=1. The yield is 0.983. (5) The reactants are C([O:4][CH2:5][C:6]1[C:7]([N:32]2[N:41]=[CH:40][C:39]3[C:34](=[C:35]([F:46])[CH:36]=[C:37]([C:42]([CH3:45])([CH3:44])[CH3:43])[CH:38]=3)[C:33]2=[O:47])=[N:8][CH:9]=[CH:10][C:11]=1[C:12]1[CH:17]=[C:16]([NH:18][C:19]2[CH:24]=[CH:23][C:22]([C:25]([C:28]#[N:29])([CH3:27])[CH3:26])=[CH:21][N:20]=2)[C:15](=[O:30])[N:14]([CH3:31])[CH:13]=1)(=O)C.[OH-].[Li+]. The catalyst is C(O)(C)C.C1COCC1.O. The product is [C:42]([C:37]1[CH:38]=[C:39]2[C:34](=[C:35]([F:46])[CH:36]=1)[C:33](=[O:47])[N:32]([C:7]1[C:6]([CH2:5][OH:4])=[C:11]([C:12]3[CH:17]=[C:16]([NH:18][C:19]4[N:20]=[CH:21][C:22]([C:25]([CH3:27])([CH3:26])[C:28]#[N:29])=[CH:23][CH:24]=4)[C:15](=[O:30])[N:14]([CH3:31])[CH:13]=3)[CH:10]=[CH:9][N:8]=1)[N:41]=[CH:40]2)([CH3:45])([CH3:43])[CH3:44]. The yield is 0.170. (6) The reactants are [CH3:1][O:2][C:3](=[O:28])[C:4]1[CH:9]=[CH:8][C:7]([S:10][C:11]2[CH:16]=[CH:15][C:14]([NH:17][C:18]([O:20][C:21]([CH3:24])([CH3:23])[CH3:22])=[O:19])=[CH:13][CH:12]=2)=[C:6]([N+:25]([O-])=O)[CH:5]=1.[NH4+].[Cl-]. The catalyst is CCO.[Fe]. The product is [CH3:1][O:2][C:3](=[O:28])[C:4]1[CH:9]=[CH:8][C:7]([S:10][C:11]2[CH:12]=[CH:13][C:14]([NH:17][C:18]([O:20][C:21]([CH3:22])([CH3:24])[CH3:23])=[O:19])=[CH:15][CH:16]=2)=[C:6]([NH2:25])[CH:5]=1. The yield is 0.660. (7) The reactants are Cl[C:2]1[N:7]=[C:6]([CH3:8])[C:5]([C:9]([O:11][CH3:12])=[O:10])=[C:4]([NH:13][C:14]2[CH:15]=[C:16]([CH3:20])[CH:17]=[CH:18][CH:19]=2)[N:3]=1.[NH2:21][C@@H:22]1[CH2:27][CH2:26][CH2:25][CH2:24][C@@H:23]1[NH:28][C:29](=[O:35])[O:30][C:31]([CH3:34])([CH3:33])[CH3:32].C(N(CC)CC)C. The catalyst is CC(N(C)C)=O.CCOC(C)=O. The product is [C:31]([O:30][C:29]([NH:28][C@H:23]1[CH2:24][CH2:25][CH2:26][CH2:27][C@H:22]1[NH:21][C:2]1[N:7]=[C:6]([CH3:8])[C:5]([C:9]([O:11][CH3:12])=[O:10])=[C:4]([NH:13][C:14]2[CH:15]=[C:16]([CH3:20])[CH:17]=[CH:18][CH:19]=2)[N:3]=1)=[O:35])([CH3:34])([CH3:32])[CH3:33]. The yield is 0.620.